Task: Predict the product of the given reaction.. Dataset: Forward reaction prediction with 1.9M reactions from USPTO patents (1976-2016) (1) Given the reactants [OH:1][C:2]1[CH:3]=[C:4]([CH:7]=[CH:8][C:9]=1[N+:10]([O-:12])=[O:11])[CH:5]=[O:6].[CH2:13](Br)[C:14]1[CH:19]=[CH:18][CH:17]=[CH:16][CH:15]=1.C(=O)([O-])[O-].[K+].[K+], predict the reaction product. The product is: [CH2:13]([O:1][C:2]1[CH:3]=[C:4]([CH:7]=[CH:8][C:9]=1[N+:10]([O-:12])=[O:11])[CH:5]=[O:6])[C:14]1[CH:19]=[CH:18][CH:17]=[CH:16][CH:15]=1. (2) Given the reactants [C:1]([C:5]1[CH:10]=[CH:9][CH:8]=[C:7]([CH:11]=[CH2:12])[CH:6]=1)([CH3:4])([CH3:3])[CH3:2].[C:13]1([O:19]P(OC2C=CC=CC=2)OC2C=CC=CC=2)C=CC=CC=1.[H][H].[C]=O, predict the reaction product. The product is: [C:1]([C:5]1[CH:6]=[C:7]([CH2:11][CH2:12][CH:13]=[O:19])[CH:8]=[CH:9][CH:10]=1)([CH3:4])([CH3:3])[CH3:2].